The task is: Predict the reaction yield, written as a fraction of the theoretical maximum amount of product (1.0 means a 100% yield; for example, 0.34 means a 34% yield).. This data is from Reaction yield outcomes from USPTO patents with 853,638 reactions. The reactants are [CH3:1][O:2][C:3](=[O:27])[C@H:4]([NH:17][C:18]1[CH:23]=[C:22]([CH3:24])[C:21]([F:25])=[C:20]([CH3:26])[CH:19]=1)[CH2:5][CH2:6][CH2:7][CH2:8][NH:9]C(OC(C)(C)C)=O.FC(F)(F)C(O)=O. The catalyst is ClCCl. The product is [CH3:1][O:2][C:3](=[O:27])[C@H:4]([NH:17][C:18]1[CH:23]=[C:22]([CH3:24])[C:21]([F:25])=[C:20]([CH3:26])[CH:19]=1)[CH2:5][CH2:6][CH2:7][CH2:8][NH2:9]. The yield is 0.810.